From a dataset of Reaction yield outcomes from USPTO patents with 853,638 reactions. Predict the reaction yield, written as a fraction of the theoretical maximum amount of product (1.0 means a 100% yield; for example, 0.34 means a 34% yield). (1) The product is [ClH:30].[CH3:1][N:2]([CH2:3][C:4]1[C:8]2[CH:9]=[CH:10][CH:11]=[CH:12][C:7]=2[O:6][C:5]=1[CH3:13])[C:53](=[O:54])/[CH:52]=[CH:51]/[C:48]1[CH:49]=[N:50][C:44]2[NH:43][C:42](=[O:56])[CH2:41][N:40]([CH2:39][CH2:38][CH2:37][N:31]3[CH2:32][CH2:33][O:34][CH2:35][CH2:36]3)[CH2:46][C:45]=2[CH:47]=1. The yield is 0.680. No catalyst specified. The reactants are [CH3:1][NH:2][CH2:3][C:4]1[C:8]2[CH:9]=[CH:10][CH:11]=[CH:12][C:7]=2[O:6][C:5]=1[CH3:13].CNCC1C=CC2C(=CC=CC=2)C=1CCC.[ClH:30].[N:31]1([CH2:37][CH2:38][CH2:39][N:40]2[CH2:46][C:45]3[CH:47]=[C:48](/[CH:51]=[CH:52]/[C:53](O)=[O:54])[CH:49]=[N:50][C:44]=3[NH:43][C:42](=[O:56])[CH2:41]2)[CH2:36][CH2:35][O:34][CH2:33][CH2:32]1.Cl.CN1CC2C=C(/C=C/C(O)=O)C=NC=2NC(=O)C1. (2) The reactants are [C:1]([C:5]1[CH:18]=[CH:17][C:8]([CH2:9][NH:10][C:11](=[N:14][C:15]#[N:16])SC)=[CH:7][CH:6]=1)([CH3:4])([CH3:3])[CH3:2].[NH2:19][CH2:20][CH2:21][C:22]1[CH:27]=[CH:26][CH:25]=[CH:24][N:23]=1. The catalyst is C1(C)C(C)=CC=CC=1. The product is [C:15]([N:14]=[C:11]([NH:19][CH2:20][CH2:21][C:22]1[CH:27]=[CH:26][CH:25]=[CH:24][N:23]=1)[NH:10][CH2:9][C:8]1[CH:17]=[CH:18][C:5]([C:1]([CH3:4])([CH3:3])[CH3:2])=[CH:6][CH:7]=1)#[N:16]. The yield is 0.300. (3) The reactants are OC1CCN(CC2C=CC=CC=2)CC1.C([N:22]1[CH2:27][CH2:26][CH:25]([O:28][C:29](=[O:43])[NH:30][C:31]2[CH:36]=[CH:35][CH:34]=[CH:33][C:32]=2[C:37]2[CH:42]=[CH:41][CH:40]=[CH:39][CH:38]=2)[CH2:24][CH2:23]1)C1C=CC=CC=1.Cl.C([O-])=O.[NH4+]. The catalyst is C(O)C. The product is [NH:22]1[CH2:23][CH2:24][CH:25]([O:28][C:29](=[O:43])[NH:30][C:31]2[CH:36]=[CH:35][CH:34]=[CH:33][C:32]=2[C:37]2[CH:42]=[CH:41][CH:40]=[CH:39][CH:38]=2)[CH2:26][CH2:27]1. The yield is 1.00.